From a dataset of Peptide-MHC class I binding affinity with 185,985 pairs from IEDB/IMGT. Regression. Given a peptide amino acid sequence and an MHC pseudo amino acid sequence, predict their binding affinity value. This is MHC class I binding data. (1) The peptide sequence is SHLENMKSL. The MHC is HLA-A02:03 with pseudo-sequence HLA-A02:03. The binding affinity (normalized) is 0.129. (2) The peptide sequence is SVETIVLMA. The MHC is Mamu-B8301 with pseudo-sequence Mamu-B8301. The binding affinity (normalized) is 0.0194. (3) The peptide sequence is ALEKGIKDV. The MHC is HLA-A02:12 with pseudo-sequence HLA-A02:12. The binding affinity (normalized) is 0.302. (4) The peptide sequence is RRCPHHERC. The MHC is HLA-B08:01 with pseudo-sequence HLA-B08:01. The binding affinity (normalized) is 0.0847. (5) The binding affinity (normalized) is 0.671. The peptide sequence is FELCDNPFF. The MHC is HLA-B40:01 with pseudo-sequence HLA-B40:01. (6) The peptide sequence is RVRGLYFPA. The MHC is HLA-A02:03 with pseudo-sequence HLA-A02:03. The binding affinity (normalized) is 0.234. (7) The peptide sequence is DVEKEKFVAT. The MHC is HLA-A02:03 with pseudo-sequence HLA-A02:03. The binding affinity (normalized) is 0.